This data is from Experimentally validated miRNA-target interactions with 360,000+ pairs, plus equal number of negative samples. The task is: Binary Classification. Given a miRNA mature sequence and a target amino acid sequence, predict their likelihood of interaction. (1) Result: 0 (no interaction). The protein sequence of the target gene is MTPVSSHGLAESIFDLDYASWKIRSTLAVAGFVFYLGVFVVCHQLSSSLNATYRSLAAKEKVFWNLAATRAVFGVQSTTAGLWALLGDPVLYADKALGQQNWCWFHITTATGFFFFENVAVHLSNLFFRTFDLFLVVHHLFAFLGFLGSAINLRAGHYLAMTTLLLEMSTPFTCISWMLLKAGWSDSLFWKANQWLMIHMFHCRMILTYHMWWVCFCHWDALTSSLHLPHWALFLFGLALLTAVINPYWTHKKTQQLLHPVDWNFAQEEAKGSRQERTNGQVPRKKRL. The miRNA is hsa-miR-34c-3p with sequence AAUCACUAACCACACGGCCAGG. (2) The miRNA is hsa-miR-6797-3p with sequence UGCAUGACCCUUCCCUCCCCAC. The protein sequence of the target gene is MSRRKAGSAPRRVEPAPAANPDDEMEMQDLVIELKPEPDAQPQQAPRLGPFSPKEVSSAGRFGGEPHHSPGPMPAGAALLALGPRNPWTLWTPLTPNYPDRQPWTDKHPDLLTCGRCLQTFPLEAITAFMDHKKLGCQLFRGPSRGQGSEREELKALSCLRCGKQFTVAWKLLRHAQWDHGLSIYQTESEAPEAPLLGLAEVAAAVSAVVGPAAEAKSPRASGSGLTRRSPTCPVCKKTLSSFSNLKVHMRSHTGERPYACDQCPYACAQSSKLNRHKKTHRQVPPQSPLMADTSQEQAS.... Result: 0 (no interaction). (3) The miRNA is hsa-miR-514b-5p with sequence UUCUCAAGAGGGAGGCAAUCAU. The protein sequence of the target gene is MTDLNKHIKQAQTQRKQLLEESRELHREKLLVQAENRFFLEYLTNKTEEYTEQPEKVWNSYLQKSGEIERRRQESASRYAEQISVLKTALLQKENIQSSLKRKLQAMRDIAILKEKQEKEIQTLQEETKKVQAETASKTREVQAQLLQEKRLLEKQLSEPDRRLLGKRKRRELNMKAQALKLAAKRFIFEYSCGINRENQQFKKELLQLIEQAQKLTATQSHLENRKQQLQQEQWYLESLIQARQRLQGSHNQCLNRQDVPKTTPSLPQGTKSRINPK. Result: 1 (interaction). (4) The miRNA is mmu-miR-1941-5p with sequence AGGGAGAUGCUGGUACAGAGGCUU. The protein sequence of the target gene is MENNKTSVDSKSINNFEVKTIHGSKSVDSGIYLDSSYKMDYPEMGICIIINNKNFHKSTGMSSRSGTDVDAANLRETFMGLKYQVRNKNDLTREDILELMDSVSKEDHSKRSSFVCVILSHGDEGVIYGTNGPVELKKLTSFFRGDYCRSLTGKPKLFIIQACRGTELDCGIETDSGTDEEMACQKIPVEADFLYAYSTAPGYYSWRNSKDGSWFIQSLCSMLKLYAHKLEFMHILTRVNRKVATEFESFSLDSTFHAKKQIPCIVSMLTKELYFYH. Result: 0 (no interaction). (5) The miRNA is mmu-miR-490-3p with sequence CAACCUGGAGGACUCCAUGCUG. The protein sequence of the target gene is MSVGLPGPHSLPSSEEASNSGNASSMPAVFHPENYSCLQGSATEMLCTEAASPRPSSEDLPLQGSPDSSTSPKQKLSSPEADKGPEEEENKVLARKQKMRTVFSQAQLCALKDRFQKQKYLSLQQMQELSSILNLSYKQVKTWFQNQRMKCKRWQKNQWLKTSNGLIQKGSAPVEYPSIHCSYPQGYLVNASGSLSMWGSQTWTNPTWSSQTWTNPTWNNQTWTNPTWSSQAWTAQSWNGQPWNAAPLHNFGEDFLQPYVQLQQNFSASDLEVNLEATRESHAHFSTPQALELFLNYSVT.... Result: 1 (interaction).